Dataset: Reaction yield outcomes from USPTO patents with 853,638 reactions. Task: Predict the reaction yield, written as a fraction of the theoretical maximum amount of product (1.0 means a 100% yield; for example, 0.34 means a 34% yield). (1) The reactants are O=[C:2]1[CH2:5][CH:4]([NH:6][C:7](=[O:13])[O:8][C:9]([CH3:12])([CH3:11])[CH3:10])[CH2:3]1.C1(P(C2C=CC=CC=2)(C2C=CC=CC=2)=[CH:21][C:22]([O:24][CH2:25][CH3:26])=[O:23])C=CC=CC=1. The catalyst is C1(C)C=CC=CC=1. The product is [C:9]([O:8][C:7]([NH:6][CH:4]1[CH2:5][C:2](=[CH:21][C:22]([O:24][CH2:25][CH3:26])=[O:23])[CH2:3]1)=[O:13])([CH3:12])([CH3:11])[CH3:10]. The yield is 0.890. (2) The reactants are Br[CH2:2][C:3]1[CH:12]=[CH:11][C:6]([C:7]([O:9][CH3:10])=[O:8])=[CH:5][CH:4]=1.[P:13]([O:18]C)([O:16][CH3:17])[O:14][CH3:15]. No catalyst specified. The product is [CH3:15][O:14][P:13]([CH2:2][C:3]1[CH:12]=[CH:11][C:6]([C:7]([O:9][CH3:10])=[O:8])=[CH:5][CH:4]=1)([O:16][CH3:17])=[O:18]. The yield is 1.00. (3) The reactants are [NH2:1][C:2]1[NH:6][N:5]=[C:4]([C:7]([O:9][CH2:10][CH3:11])=[O:8])[CH:3]=1.[C:12]([CH:15]([CH2:21][C:22]([O:24][CH2:25][CH3:26])=[O:23])[C:16](OCC)=[O:17])(=O)[CH3:13]. The catalyst is CC1C=CC=CC=1C.CC1C=CC(S(O)(=O)=O)=CC=1.O. The product is [CH2:25]([O:24][C:22](=[O:23])[CH2:21][C:15]1[C:12]([CH3:13])=[N:1][C:2]2[N:6]([N:5]=[C:4]([C:7]([O:9][CH2:10][CH3:11])=[O:8])[CH:3]=2)[C:16]=1[OH:17])[CH3:26]. The yield is 0.750. (4) The reactants are [CH2:1]([O:3][C:4]([C:6]1([CH3:18])[C:11](=O)[NH:10][C:9]2[CH:13]=[C:14]([Cl:17])[CH:15]=[CH:16][C:8]=2[O:7]1)=[O:5])[CH3:2].CSC.B.CO. The catalyst is C1COCC1. The product is [CH2:1]([O:3][C:4]([C:6]1([CH3:18])[CH2:11][NH:10][C:9]2[CH:13]=[C:14]([Cl:17])[CH:15]=[CH:16][C:8]=2[O:7]1)=[O:5])[CH3:2]. The yield is 0.439. (5) The product is [O:7]1[C:11]2[CH:12]=[C:13]([CH2:16][OH:17])[CH:14]=[CH:15][C:10]=2[CH2:9][CH2:8]1. The reactants are [H-].[Al+3].[Li+].[H-].[H-].[H-].[O:7]1[C:11]2[CH:12]=[C:13]([C:16](OC)=[O:17])[CH:14]=[CH:15][C:10]=2[CH2:9][CH2:8]1.[OH-].[Na+]. The yield is 0.920. The catalyst is C1COCC1. (6) The reactants are [NH2:1][C:2]1[C:10]2[C:5](=[N:6][C:7]([C:11]3[S:12][CH:13]=[CH:14][CH:15]=3)=[CH:8][CH:9]=2)[S:4][C:3]=1[C:16]([N:18]([CH2:29][CH2:30][C:31]([O:33]CC)=[O:32])[C:19]1[CH:24]=[CH:23][CH:22]=[C:21]([C:25]([F:28])([F:27])[F:26])[CH:20]=1)=[O:17].[OH-].[Na+]. The catalyst is C1COCC1. The product is [NH2:1][C:2]1[C:10]2[C:5](=[N:6][C:7]([C:11]3[S:12][CH:13]=[CH:14][CH:15]=3)=[CH:8][CH:9]=2)[S:4][C:3]=1[C:16]([N:18]([CH2:29][CH2:30][C:31]([OH:33])=[O:32])[C:19]1[CH:24]=[CH:23][CH:22]=[C:21]([C:25]([F:27])([F:28])[F:26])[CH:20]=1)=[O:17]. The yield is 0.850.